From a dataset of NCI-60 drug combinations with 297,098 pairs across 59 cell lines. Regression. Given two drug SMILES strings and cell line genomic features, predict the synergy score measuring deviation from expected non-interaction effect. (1) Drug 1: CC1=C(C=C(C=C1)NC(=O)C2=CC=C(C=C2)CN3CCN(CC3)C)NC4=NC=CC(=N4)C5=CN=CC=C5. Drug 2: C1=NC2=C(N=C(N=C2N1C3C(C(C(O3)CO)O)F)Cl)N. Cell line: NCI-H226. Synergy scores: CSS=-1.07, Synergy_ZIP=0.589, Synergy_Bliss=0.156, Synergy_Loewe=-2.55, Synergy_HSA=-2.03. (2) Drug 1: C1CCN(CC1)CCOC2=CC=C(C=C2)C(=O)C3=C(SC4=C3C=CC(=C4)O)C5=CC=C(C=C5)O. Drug 2: C1CN(P(=O)(OC1)NCCCl)CCCl. Cell line: SR. Synergy scores: CSS=-5.42, Synergy_ZIP=5.05, Synergy_Bliss=-7.78, Synergy_Loewe=-7.71, Synergy_HSA=-9.34.